Dataset: Full USPTO retrosynthesis dataset with 1.9M reactions from patents (1976-2016). Task: Predict the reactants needed to synthesize the given product. Given the product [Br:15][CH2:1][C:2]1[N:7]=[CH:6][N:5]=[C:4]([C:8]([OH:10])=[O:9])[CH:3]=1, predict the reactants needed to synthesize it. The reactants are: [CH3:1][C:2]1[N:7]=[CH:6][N:5]=[C:4]([C:8]([OH:10])=[O:9])[CH:3]=1.C(O)(=O)C.[Br:15]Br.